Dataset: Full USPTO retrosynthesis dataset with 1.9M reactions from patents (1976-2016). Task: Predict the reactants needed to synthesize the given product. (1) Given the product [Cl:6][C:7]1[CH:12]=[CH:11][N:10]2[N:13]=[C:14]([C:16]3[CH:17]=[CH:18][C:19]([F:22])=[CH:20][CH:21]=3)[C:15]([CH:27]=[O:28])=[C:9]2[CH:8]=1, predict the reactants needed to synthesize it. The reactants are: P(Cl)(Cl)(Cl)=O.[Cl:6][C:7]1[CH:12]=[CH:11][N:10]2[N:13]=[C:14]([C:16]3[CH:21]=[CH:20][C:19]([F:22])=[CH:18][CH:17]=3)[CH:15]=[C:9]2[CH:8]=1.[OH-].[NH4+].CN(C)[CH:27]=[O:28]. (2) The reactants are: [NH2:1][C@H:2]1[CH2:7][CH2:6][C@H:5]([NH:8][C:9]([C:11]2[C:15]3[N:16]=[CH:17][N:18]=[C:19]([C:20]4[CH:25]=[C:24]([CH3:26])[CH:23]=[CH:22][C:21]=4[O:27][CH2:28][CH:29]4[CH2:31][CH2:30]4)[C:14]=3[NH:13][CH:12]=2)=[O:10])[CH2:4][CH2:3]1.[C:32](Cl)(=[O:34])[CH3:33]. Given the product [C:32]([NH:1][C@H:2]1[CH2:7][CH2:6][C@H:5]([NH:8][C:9]([C:11]2[C:15]3[N:16]=[CH:17][N:18]=[C:19]([C:20]4[CH:25]=[C:24]([CH3:26])[CH:23]=[CH:22][C:21]=4[O:27][CH2:28][CH:29]4[CH2:30][CH2:31]4)[C:14]=3[NH:13][CH:12]=2)=[O:10])[CH2:4][CH2:3]1)(=[O:34])[CH3:33], predict the reactants needed to synthesize it. (3) Given the product [F:15][C:16]1[CH:24]=[C:23]2[C:19]([C:20]([C:25]3[CH:26]=[N:27][N:28]([CH:30]4[CH2:35][CH2:34][N:33]([C:11](=[O:13])[C@@H:9]([NH:8][C:1](=[O:2])[O:3][C:4]([CH3:5])([CH3:6])[CH3:7])[CH3:10])[CH2:32][CH2:31]4)[CH:29]=3)=[CH:21][NH:22]2)=[CH:18][CH:17]=1, predict the reactants needed to synthesize it. The reactants are: [C:1]([NH:8][C@H:9]([C:11]([OH:13])=O)[CH3:10])([O:3][C:4]([CH3:7])([CH3:6])[CH3:5])=[O:2].Cl.[F:15][C:16]1[CH:24]=[C:23]2[C:19]([C:20]([C:25]3[CH:26]=[N:27][N:28]([CH:30]4[CH2:35][CH2:34][NH:33][CH2:32][CH2:31]4)[CH:29]=3)=[CH:21][NH:22]2)=[CH:18][CH:17]=1.